Dataset: Catalyst prediction with 721,799 reactions and 888 catalyst types from USPTO. Task: Predict which catalyst facilitates the given reaction. (1) Reactant: C[O:2][C:3](=[O:18])[CH:4]=[CH:5][C:6]1[CH:11]=[CH:10][C:9]([F:12])=[CH:8][C:7]=1[O:13][CH2:14][CH2:15][CH2:16][CH3:17].[Li+].[OH-]. Product: [CH2:14]([O:13][C:7]1[CH:8]=[C:9]([F:12])[CH:10]=[CH:11][C:6]=1[CH:5]=[CH:4][C:3]([OH:18])=[O:2])[CH2:15][CH2:16][CH3:17]. The catalyst class is: 36. (2) Reactant: [CH2:1]([O:8][C:9]1[CH:16]=[C:15]([CH3:17])[C:12]([CH:13]=[O:14])=[C:11]([CH3:18])[CH:10]=1)[C:2]1[CH:7]=[CH:6][CH:5]=[CH:4][CH:3]=1.[BH4-].[Na+]. Product: [CH2:1]([O:8][C:9]1[CH:10]=[C:11]([CH3:18])[C:12]([CH2:13][OH:14])=[C:15]([CH3:17])[CH:16]=1)[C:2]1[CH:7]=[CH:6][CH:5]=[CH:4][CH:3]=1. The catalyst class is: 5. (3) Reactant: Cl[C:2](Cl)([O:4]C(=O)OC(Cl)(Cl)Cl)Cl.C(N(CC)CC)C.[C:20]([O:24][C:25](=[O:53])[NH:26][C@@H:27]1[CH2:32][CH2:31][CH2:30][N:29]([C:33]2[CH:38]=[C:37]([CH3:39])[N:36]=[C:35]([NH:40][CH2:41][C:42]3[CH:47]=[CH:46][C:45]([O:48][CH3:49])=[CH:44][C:43]=3[O:50][CH3:51])[C:34]=2[NH2:52])[CH2:28]1)([CH3:23])([CH3:22])[CH3:21].C(=O)([O-])[O-].[Na+].[Na+]. Product: [C:20]([O:24][C:25](=[O:53])[NH:26][C@@H:27]1[CH2:32][CH2:31][CH2:30][N:29]([C:33]2[CH:38]=[C:37]([CH3:39])[N:36]=[C:35]3[N:40]([CH2:41][C:42]4[CH:47]=[CH:46][C:45]([O:48][CH3:49])=[CH:44][C:43]=4[O:50][CH3:51])[C:2](=[O:4])[NH:52][C:34]=23)[CH2:28]1)([CH3:22])([CH3:21])[CH3:23]. The catalyst class is: 4. (4) Reactant: Cl[C:2]1[O:3][C:4]([C:7]([O:9]CC)=[O:8])=[CH:5][N:6]=1.[CH3:12][O-:13].[Na+]. Product: [CH3:12][O:13][C:2]1[O:3][C:4]([C:7]([OH:9])=[O:8])=[CH:5][N:6]=1. The catalyst class is: 881. (5) Reactant: Br[C:2]1[CH:3]=[C:4]2[C:9](=[CH:10][CH:11]=1)[CH:8]=[C:7]([CH:12]=[O:13])[CH:6]=[CH:5]2.[C:14]12([C:24]3[CH:25]=[C:26](B(O)O)[CH:27]=[CH:28][C:29]=3[O:30][CH3:31])[CH2:23][CH:18]3[CH2:19][CH:20]([CH2:22][CH:16]([CH2:17]3)[CH2:15]1)[CH2:21]2.C(=O)([O-])[O-].[K+].[K+]. Product: [C:14]12([C:24]3[CH:25]=[C:26]([C:2]4[CH:3]=[C:4]5[C:9](=[CH:10][CH:11]=4)[CH:8]=[C:7]([CH:12]=[O:13])[CH:6]=[CH:5]5)[CH:27]=[CH:28][C:29]=3[O:30][CH3:31])[CH2:15][CH:16]3[CH2:17][CH:18]([CH2:19][CH:20]([CH2:22]3)[CH2:21]1)[CH2:23]2. The catalyst class is: 727. (6) Reactant: Cl[C:2]1[O:3][C:4]2[CH:10]=[C:9]([Cl:11])[CH:8]=[CH:7][C:5]=2[N:6]=1.[CH2:12]([N:19]1[CH2:23][CH2:22][C@@H:21]([NH:24][CH3:25])[CH2:20]1)[C:13]1[CH:18]=[CH:17][CH:16]=[CH:15][CH:14]=1.CCN(CC)CC. Product: [CH2:12]([N:19]1[CH2:23][CH2:22][C@@H:21]([N:24]([C:2]2[O:3][C:4]3[CH:10]=[C:9]([Cl:11])[CH:8]=[CH:7][C:5]=3[N:6]=2)[CH3:25])[CH2:20]1)[C:13]1[CH:14]=[CH:15][CH:16]=[CH:17][CH:18]=1. The catalyst class is: 2.